From a dataset of Forward reaction prediction with 1.9M reactions from USPTO patents (1976-2016). Predict the product of the given reaction. Given the reactants CN(C)CCCN=C=NCC.[CH3:12][O:13][CH2:14][CH2:15][NH:16][C:17]1[CH:22]=[CH:21][C:20]([C:23]2[CH:28]=[CH:27][CH:26]=[CH:25][CH:24]=2)=[CH:19][C:18]=1[N+:29]([O-])=O.[N:32]([C:35]1[CH:44]=[CH:43][C:38]([C:39]([O:41][CH3:42])=[O:40])=[CH:37][CH:36]=1)=[C:33]=S, predict the reaction product. The product is: [CH3:12][O:13][CH2:14][CH2:15][N:16]1[C:17]2[CH:22]=[CH:21][C:20]([C:23]3[CH:28]=[CH:27][CH:26]=[CH:25][CH:24]=3)=[CH:19][C:18]=2[N:29]=[C:33]1[NH:32][C:35]1[CH:44]=[CH:43][C:38]([C:39]([O:41][CH3:42])=[O:40])=[CH:37][CH:36]=1.